From a dataset of NCI-60 drug combinations with 297,098 pairs across 59 cell lines. Regression. Given two drug SMILES strings and cell line genomic features, predict the synergy score measuring deviation from expected non-interaction effect. (1) Cell line: U251. Drug 1: CN1CCC(CC1)COC2=C(C=C3C(=C2)N=CN=C3NC4=C(C=C(C=C4)Br)F)OC. Synergy scores: CSS=5.65, Synergy_ZIP=-1.67, Synergy_Bliss=1.59, Synergy_Loewe=-1.07, Synergy_HSA=2.19. Drug 2: COCCOC1=C(C=C2C(=C1)C(=NC=N2)NC3=CC=CC(=C3)C#C)OCCOC.Cl. (2) Drug 1: CNC(=O)C1=CC=CC=C1SC2=CC3=C(C=C2)C(=NN3)C=CC4=CC=CC=N4. Drug 2: C1=CC(=CC=C1CC(C(=O)O)N)N(CCCl)CCCl.Cl. Cell line: DU-145. Synergy scores: CSS=3.62, Synergy_ZIP=0.948, Synergy_Bliss=4.45, Synergy_Loewe=0.578, Synergy_HSA=0.910. (3) Drug 1: C1=C(C(=O)NC(=O)N1)F. Synergy scores: CSS=61.9, Synergy_ZIP=4.96, Synergy_Bliss=5.71, Synergy_Loewe=3.92, Synergy_HSA=7.68. Drug 2: CCC1=C2N=C(C=C(N2N=C1)NCC3=C[N+](=CC=C3)[O-])N4CCCCC4CCO. Cell line: HT29. (4) Drug 1: CC1C(C(CC(O1)OC2CC(CC3=C2C(=C4C(=C3O)C(=O)C5=C(C4=O)C(=CC=C5)OC)O)(C(=O)CO)O)N)O.Cl. Drug 2: COCCOC1=C(C=C2C(=C1)C(=NC=N2)NC3=CC=CC(=C3)C#C)OCCOC.Cl. Cell line: COLO 205. Synergy scores: CSS=11.9, Synergy_ZIP=12.5, Synergy_Bliss=13.4, Synergy_Loewe=3.91, Synergy_HSA=8.09. (5) Drug 1: CCC1(CC2CC(C3=C(CCN(C2)C1)C4=CC=CC=C4N3)(C5=C(C=C6C(=C5)C78CCN9C7C(C=CC9)(C(C(C8N6C)(C(=O)OC)O)OC(=O)C)CC)OC)C(=O)OC)O.OS(=O)(=O)O. Drug 2: CC1CCCC2(C(O2)CC(NC(=O)CC(C(C(=O)C(C1O)C)(C)C)O)C(=CC3=CSC(=N3)C)C)C. Cell line: NCIH23. Synergy scores: CSS=41.5, Synergy_ZIP=3.57, Synergy_Bliss=0.455, Synergy_Loewe=-8.56, Synergy_HSA=0.192. (6) Drug 1: CC(C1=C(C=CC(=C1Cl)F)Cl)OC2=C(N=CC(=C2)C3=CN(N=C3)C4CCNCC4)N. Drug 2: C1=NC2=C(N=C(N=C2N1C3C(C(C(O3)CO)O)F)Cl)N. Cell line: RXF 393. Synergy scores: CSS=0.710, Synergy_ZIP=-3.67, Synergy_Bliss=-3.60, Synergy_Loewe=-8.74, Synergy_HSA=-3.74.